From a dataset of Reaction yield outcomes from USPTO patents with 853,638 reactions. Predict the reaction yield, written as a fraction of the theoretical maximum amount of product (1.0 means a 100% yield; for example, 0.34 means a 34% yield). (1) The reactants are [C:1]([C:4]1[CH:9]=[CH:8][C:7]([S:10]([NH:13][CH2:14][CH2:15][CH2:16][N:17]2[CH2:22][CH2:21][N:20]([CH3:23])[CH2:19][CH2:18]2)(=[O:12])=[O:11])=[CH:6][CH:5]=1)(=[O:3])[CH3:2].[CH3:24][O:25][C:26]1[CH:33]=[C:32]([O:34][CH3:35])[C:31]([N:36]2[CH2:40][CH2:39][CH2:38][CH2:37]2)=[CH:30][C:27]=1[CH:28]=O.C[O-].[Li+]. The catalyst is CN(C=O)C.CO. The product is [CH3:24][O:25][C:26]1[CH:33]=[C:32]([O:34][CH3:35])[C:31]([N:36]2[CH2:40][CH2:39][CH2:38][CH2:37]2)=[CH:30][C:27]=1/[CH:28]=[CH:2]/[C:1]([C:4]1[CH:9]=[CH:8][C:7]([S:10]([NH:13][CH2:14][CH2:15][CH2:16][N:17]2[CH2:18][CH2:19][N:20]([CH3:23])[CH2:21][CH2:22]2)(=[O:11])=[O:12])=[CH:6][CH:5]=1)=[O:3]. The yield is 0.570. (2) The reactants are [S:1]1[C:5]2[CH:6]=[CH:7][CH:8]=[CH:9][C:4]=2[N:3]=[C:2]1[N:10]1[C:14](=[O:15])[CH:13]=[C:12]([C:16]2[CH:21]=[CH:20][CH:19]=[C:18]([C:22]([CH3:25])([CH3:24])[CH3:23])[CH:17]=2)[NH:11]1.CO[CH:28](OC)[N:29]([CH3:31])[CH3:30]. The catalyst is C1COCC1. The product is [S:1]1[C:5]2[CH:6]=[CH:7][CH:8]=[CH:9][C:4]=2[N:3]=[C:2]1[N:10]1[C:14](=[O:15])[C:13](=[CH:28][N:29]([CH3:31])[CH3:30])[C:12]([C:16]2[CH:21]=[CH:20][CH:19]=[C:18]([C:22]([CH3:25])([CH3:24])[CH3:23])[CH:17]=2)=[N:11]1. The yield is 0.600. (3) The yield is 0.610. The reactants are O.[F:2][C:3]([F:26])([F:25])[O:4][C:5]1[CH:24]=[CH:23][C:8]([O:9][CH:10]2[CH2:15][CH2:14][N:13](C(OC(C)(C)C)=O)[CH2:12][CH2:11]2)=[CH:7][CH:6]=1.Cl.[OH-].[Na+]. The catalyst is C1(C)C=CC=CC=1. The product is [F:26][C:3]([F:2])([F:25])[O:4][C:5]1[CH:24]=[CH:23][C:8]([O:9][CH:10]2[CH2:11][CH2:12][NH:13][CH2:14][CH2:15]2)=[CH:7][CH:6]=1. (4) The reactants are [C:1]1([S:7]([N:10]2[C:18]3[CH:17]=[CH:16][N+:15]([O-])=[CH:14][C:13]=3[CH:12]=[CH:11]2)(=[O:9])=[O:8])[CH:6]=[CH:5][CH:4]=[CH:3][CH:2]=1.P(Br)(Br)([Br:22])=O. The catalyst is C(#N)C.O1CCOCC1. The product is [C:1]1([S:7]([N:10]2[C:18]3[CH:17]=[CH:16][N:15]=[C:14]([Br:22])[C:13]=3[CH:12]=[CH:11]2)(=[O:9])=[O:8])[CH:6]=[CH:5][CH:4]=[CH:3][CH:2]=1. The yield is 0.720.